Dataset: Full USPTO retrosynthesis dataset with 1.9M reactions from patents (1976-2016). Task: Predict the reactants needed to synthesize the given product. (1) Given the product [C:16]1([CH2:15][CH2:14][CH2:13][CH2:12][CH2:11][CH2:10][C:9]([C:22]2[O:23][C:24]([C:27]3[CH:28]=[C:29]([CH:34]=[CH:35][N:36]=3)[C:30]([O:32][CH3:33])=[O:31])=[CH:25][N:26]=2)=[O:8])[CH:21]=[CH:20][CH:19]=[CH:18][CH:17]=1, predict the reactants needed to synthesize it. The reactants are: [Si]([O:8][CH:9]([C:22]1[O:23][C:24]([C:27]2[CH:28]=[C:29]([CH:34]=[CH:35][N:36]=2)[C:30]([O:32][CH3:33])=[O:31])=[CH:25][N:26]=1)[CH2:10][CH2:11][CH2:12][CH2:13][CH2:14][CH2:15][C:16]1[CH:21]=[CH:20][CH:19]=[CH:18][CH:17]=1)(C(C)(C)C)(C)C.[Si](OC(C1OC([Sn](CCCC)(CCCC)CCCC)=CN=1)CCCCCCC1C=CC=CC=1)(C(C)(C)C)(C)C.ClC1C=C(C=CN=1)C(OC)=O. (2) Given the product [CH3:19][O:18][C:10]1[C:9]([N+:20]([O-:22])=[O:21])=[C:8]([N:3]2[CH:4]=[C:5]([CH3:7])[N:6]=[C:2]2[C:29]2[CH:28]=[CH:27][N:26]=[CH:25][C:24]=2[CH3:23])[CH:13]=[C:12]([C:14]([F:17])([F:16])[F:15])[CH:11]=1, predict the reactants needed to synthesize it. The reactants are: Br[C:2]1[N:3]([C:8]2[CH:13]=[C:12]([C:14]([F:17])([F:16])[F:15])[CH:11]=[C:10]([O:18][CH3:19])[C:9]=2[N+:20]([O-:22])=[O:21])[CH:4]=[C:5]([CH3:7])[N:6]=1.[CH3:23][C:24]1[CH:25]=[N:26][CH:27]=[CH:28][C:29]=1B(O)O.O1CCOCC1.C([O-])([O-])=O.[K+].[K+].